Predict the product of the given reaction. From a dataset of Forward reaction prediction with 1.9M reactions from USPTO patents (1976-2016). Given the reactants Br[C:2]1[C:10]2[N:9]3[CH2:11][CH2:12][NH:13][C:14](=[O:15])[C:8]3=[C:7]([CH3:16])[C:6]=2[CH:5]=[C:4]([Cl:17])[CH:3]=1.[C:18]([C:20]1[CH:25]=[CH:24][C:23](B(O)O)=[CH:22][CH:21]=1)#[N:19], predict the reaction product. The product is: [Cl:17][C:4]1[CH:3]=[C:2]([C:23]2[CH:24]=[CH:25][C:20]([C:18]#[N:19])=[CH:21][CH:22]=2)[C:10]2[N:9]3[CH2:11][CH2:12][NH:13][C:14](=[O:15])[C:8]3=[C:7]([CH3:16])[C:6]=2[CH:5]=1.